From a dataset of CYP1A2 inhibition data for predicting drug metabolism from PubChem BioAssay. Regression/Classification. Given a drug SMILES string, predict its absorption, distribution, metabolism, or excretion properties. Task type varies by dataset: regression for continuous measurements (e.g., permeability, clearance, half-life) or binary classification for categorical outcomes (e.g., BBB penetration, CYP inhibition). Dataset: cyp1a2_veith. (1) The drug is CCN1C(=O)[C@H]2CC[C@H]3/C(=N\OCc4ccccc4)C[C@@H](O)[C@@H](O)[C@@H]3[C@@H]2C1=O. The result is 0 (non-inhibitor). (2) The result is 1 (inhibitor). The drug is NC(=O)C1CCN(c2ccc(C(F)(F)F)cc2[N+](=O)[O-])CC1. (3) The molecule is CC(C)c1ccc(/C(C(=O)O)=C(\O)C(=O)O)cc1. The result is 0 (non-inhibitor). (4) The molecule is CN1CCN(c2ncnc3ccc(-c4ccoc4)cc23)CC1. The result is 1 (inhibitor). (5) The compound is COc1ccc(NC(C)=O)cc1NC(=O)CN1CCN(C2c3ccccc3-c3ccccc32)CC1. The result is 1 (inhibitor). (6) The molecule is N#CC[N+]1(Cc2ccccn2)CCCC1.O=S(=O)(O)c1ccccc1. The result is 0 (non-inhibitor). (7) The drug is COC(=O)CSc1ncc(OC)c(OC)n1. The result is 0 (non-inhibitor). (8) The result is 1 (inhibitor). The molecule is O=C1CC(c2ccc(F)cc2)Cc2nc(NCC3CCCO3)ncc21. (9) The drug is CCN1C(=O)C(O)(CC(=O)/C=C/C=C/c2ccccc2)c2ccccc21. The result is 1 (inhibitor). (10) The drug is Cn1cccc1CNC(=O)Nc1ccc(Cl)c(Cl)c1. The result is 1 (inhibitor).